This data is from Full USPTO retrosynthesis dataset with 1.9M reactions from patents (1976-2016). The task is: Predict the reactants needed to synthesize the given product. (1) Given the product [CH3:1][O:2][C:3]1[CH:4]=[C:5]2[C:10](=[CH:11][C:12]=1[O:13][CH3:14])[N:9]=[C:8]([CH3:15])[N:7]=[C:6]2[O:16][C:17]1[CH:18]=[CH:19][C:20]([NH2:23])=[CH:21][CH:22]=1, predict the reactants needed to synthesize it. The reactants are: [CH3:1][O:2][C:3]1[CH:4]=[C:5]2[C:10](=[CH:11][C:12]=1[O:13][CH3:14])[N:9]=[C:8]([CH3:15])[N:7]=[C:6]2[O:16][C:17]1[CH:22]=[CH:21][C:20]([N+:23]([O-])=O)=[CH:19][CH:18]=1. (2) The reactants are: [OH:1][C:2]1[C:3](=[O:36])[N:4]([C:29]2[N:30]=[N:31][C:32]([CH3:35])=[CH:33][CH:34]=2)[CH:5]([C:18]2[CH:23]=[CH:22][C:21]([O:24][C:25]([F:28])([F:27])[F:26])=[CH:20][CH:19]=2)[C:6]=1[C:7](=O)[C:8]1[CH:13]=[CH:12][C:11]([CH:14]([CH3:16])[CH3:15])=[CH:10][CH:9]=1.Cl.[C:38]([CH2:41][O:42][NH2:43])([OH:40])=[O:39].[C:38]([CH2:41][O:42][NH2:43])([OH:40])=[O:39]. Given the product [OH:1][C:2]1[C:3](=[O:36])[N:4]([C:29]2[N:30]=[N:31][C:32]([CH3:35])=[CH:33][CH:34]=2)[CH:5]([C:18]2[CH:19]=[CH:20][C:21]([O:24][C:25]([F:28])([F:26])[F:27])=[CH:22][CH:23]=2)[C:6]=1[C:7]([C:8]1[CH:13]=[CH:12][C:11]([CH:14]([CH3:15])[CH3:16])=[CH:10][CH:9]=1)=[N:43][O:42][CH2:41][C:38]([OH:40])=[O:39], predict the reactants needed to synthesize it. (3) Given the product [ClH:13].[CH:16]([O:1][CH:2]1[CH2:3][NH:4][CH2:5]1)([CH3:19])[CH3:17], predict the reactants needed to synthesize it. The reactants are: [OH:1][CH:2]1[CH2:5][N:4](C(OC(C)(C)C)=O)[CH2:3]1.[ClH:13].CO[CH:16]1[CH2:19]N[CH2:17]1. (4) Given the product [CH2:29]([S:31]([C:34]1[CH:35]=[CH:36][C:37]([C@@H:40]([NH:43][C:44]([C:46]2[CH:47]=[C:48]3[C:52](=[CH:53][CH:54]=2)[CH:51]([CH:55]([CH3:56])[CH3:57])[NH:50][CH2:49]3)=[O:45])[CH2:41][OH:42])=[N:38][CH:39]=1)(=[O:33])=[O:32])[CH3:30], predict the reactants needed to synthesize it. The reactants are: C([C@H]1C2C(=CC(C(N[C@H](C3C=CC(S(CC)(=O)=O)=CC=3)CO)=O)=CC=2)CN1)C.[CH2:29]([S:31]([C:34]1[CH:35]=[CH:36][C:37]([C@@H:40]([NH:43][C:44]([C:46]2[CH:47]=[C:48]3[C:52](=[CH:53][CH:54]=2)[CH:51]([CH:55]([CH3:57])[CH3:56])[N:50](C(OC(C)(C)C)=O)[CH2:49]3)=[O:45])[CH2:41][OH:42])=[N:38][CH:39]=1)(=[O:33])=[O:32])[CH3:30]. (5) Given the product [Cl:1][C:2]1[N:10]=[C:9]2[C:5]([N:6]=[CH:7][N:8]2[CH:24]([CH3:26])[CH3:25])=[C:4]([NH:11][C:12]2[CH:17]=[CH:16][CH:15]=[C:14]([N+:18]([O-:20])=[O:19])[CH:13]=2)[N:3]=1, predict the reactants needed to synthesize it. The reactants are: [Cl:1][C:2]1[N:10]=[C:9]2[C:5]([N:6]=[CH:7][NH:8]2)=[C:4]([NH:11][C:12]2[CH:17]=[CH:16][CH:15]=[C:14]([N+:18]([O-:20])=[O:19])[CH:13]=2)[N:3]=1.[H-].[Na+].Br[CH:24]([CH3:26])[CH3:25].O. (6) Given the product [CH3:25][O:24][C:10]1[CH:9]=[C:8]2[C:13]([CH:14]=[C:5]([C:3]([OH:4])=[O:2])[C:6](=[O:26])[NH:7]2)=[CH:12][C:11]=1[O:15][CH2:16][CH2:17][N:18]1[CH2:23][CH2:22][O:21][CH2:20][CH2:19]1, predict the reactants needed to synthesize it. The reactants are: C[O:2][C:3]([C:5]1[C:6](=[O:26])[NH:7][C:8]2[C:13]([CH:14]=1)=[CH:12][C:11]([O:15][CH2:16][CH2:17][N:18]1[CH2:23][CH2:22][O:21][CH2:20][CH2:19]1)=[C:10]([O:24][CH3:25])[CH:9]=2)=[O:4].[OH-].[Na+].O.Cl.